This data is from Reaction yield outcomes from USPTO patents with 853,638 reactions. The task is: Predict the reaction yield, written as a fraction of the theoretical maximum amount of product (1.0 means a 100% yield; for example, 0.34 means a 34% yield). The reactants are [S:1]1[CH:5]=[CH:4][C:3]([C:6]([OH:8])=O)=[CH:2]1.Cl.CN(C)CCCN=C=NCC.[CH3:21][O:22][C:23]1[CH:24]=[C:25]([NH2:46])[CH:26]=[CH:27][C:28]=1[C:29]1[O:30][C:31]([C:34]2[C:35]([C:40]3[CH:45]=[CH:44][CH:43]=[CH:42][CH:41]=3)=[N:36][O:37][C:38]=2[CH3:39])=[N:32][N:33]=1. The catalyst is ClCCl. The product is [CH3:21][O:22][C:23]1[CH:24]=[C:25]([NH:46][C:6]([C:3]2[CH:4]=[CH:5][S:1][CH:2]=2)=[O:8])[CH:26]=[CH:27][C:28]=1[C:29]1[O:30][C:31]([C:34]2[C:35]([C:40]3[CH:41]=[CH:42][CH:43]=[CH:44][CH:45]=3)=[N:36][O:37][C:38]=2[CH3:39])=[N:32][N:33]=1. The yield is 0.510.